This data is from Forward reaction prediction with 1.9M reactions from USPTO patents (1976-2016). The task is: Predict the product of the given reaction. (1) Given the reactants [CH3:1][S:2]([C:5]1[CH:10]=[CH:9][C:8]([N:11]2[CH2:15][C:14](O)([C:16]([F:19])([F:18])[F:17])[N:13]=[C:12]2[C:21]2[CH:29]=[CH:28][C:24]3[O:25][CH2:26][O:27][C:23]=3[CH:22]=2)=[CH:7][CH:6]=1)(=[O:4])=[O:3].O.C1(C)C=CC(S(O)(=O)=O)=CC=1, predict the reaction product. The product is: [CH3:1][S:2]([C:5]1[CH:6]=[CH:7][C:8]([N:11]2[CH:15]=[C:14]([C:16]([F:19])([F:18])[F:17])[N:13]=[C:12]2[C:21]2[CH:29]=[CH:28][C:24]3[O:25][CH2:26][O:27][C:23]=3[CH:22]=2)=[CH:9][CH:10]=1)(=[O:4])=[O:3]. (2) The product is: [C:1]([O:5][C:6]([N:8]([CH2:15][CH2:16][O:17][CH2:19][C:20]([O:22][CH2:23][CH3:24])=[O:21])[CH2:9][C:10]([O:12][CH2:13][CH3:14])=[O:11])=[O:7])([CH3:3])([CH3:2])[CH3:4]. Given the reactants [C:1]([O:5][C:6]([N:8]([CH2:15][CH2:16][OH:17])[CH2:9][C:10]([O:12][CH2:13][CH3:14])=[O:11])=[O:7])([CH3:4])([CH3:3])[CH3:2].Br[CH2:19][C:20]([O:22][CH2:23][CH3:24])=[O:21].[H-].[Na+], predict the reaction product.